From a dataset of Reaction yield outcomes from USPTO patents with 853,638 reactions. Predict the reaction yield, written as a fraction of the theoretical maximum amount of product (1.0 means a 100% yield; for example, 0.34 means a 34% yield). (1) The reactants are C1(P([N:15]=[N+:16]=[N-:17])(C2C=CC=CC=2)=O)C=CC=CC=1.[N:18]1[CH:23]=[CH:22][N:21]=[CH:20][C:19]=1[C:24](O)=[O:25]. The catalyst is C1COCC1. The product is [N:18]1[CH:23]=[CH:22][N:21]=[CH:20][C:19]=1[C:24]([N:15]=[N+:16]=[N-:17])=[O:25]. The yield is 0.700. (2) The reactants are C(C1C=C[S:6]C=1)(=O)C.[S:9]1[CH:13]=[CH:12][C:11]([C:14]([CH2:16][C:17]#[N:18])=[O:15])=[CH:10]1.[CH2:19]([N:26]1[CH2:31][CH2:30][C:29](=O)[CH2:28][CH2:27]1)[C:20]1[CH:25]=[CH:24][CH:23]=[CH:22][CH:21]=1.N1CCOCC1.[S]. No catalyst specified. The product is [NH2:18][C:17]1[S:6][C:28]2[CH2:27][N:26]([CH2:19][C:20]3[CH:25]=[CH:24][CH:23]=[CH:22][CH:21]=3)[CH2:31][CH2:30][C:29]=2[C:16]=1[C:14]([C:11]1[CH:12]=[CH:13][S:9][CH:10]=1)=[O:15]. The yield is 0.680. (3) The reactants are Br[C:2]([CH3:8])([CH3:7])[C:3]([O:5][CH3:6])=[O:4].[Cl:9][C:10]1[N:11]=[CH:12][C:13]2[C:18]([I:19])=[CH:17][NH:16][C:14]=2[N:15]=1.[I-].[K+].C(=O)([O-])[O-].[Cs+].[Cs+]. The catalyst is CN(C=O)C.O. The product is [Cl:9][C:10]1[N:11]=[CH:12][C:13]2[C:18]([I:19])=[CH:17][N:16]([C:2]([CH3:8])([CH3:7])[C:3]([O:5][CH3:6])=[O:4])[C:14]=2[N:15]=1. The yield is 0.920. (4) The reactants are Cl[CH2:2][C:3]([OH:5])=[O:4].[CH3:6][C:7]([C:9]1[CH:14]=[C:13]([F:15])[CH:12]=[CH:11][C:10]=1[OH:16])=[O:8].[OH-].[Na+]. The catalyst is O. The product is [C:7]([C:9]1[CH:14]=[C:13]([F:15])[CH:12]=[CH:11][C:10]=1[O:16][CH2:2][C:3]([OH:5])=[O:4])(=[O:8])[CH3:6]. The yield is 0.570. (5) The reactants are [NH2:1][C:2]1[C:7]([S:8](Cl)(=[O:10])=[O:9])=[CH:6][C:5]([Br:12])=[CH:4][N:3]=1.[N:13]1[CH:18]=CC=C[CH:14]=1.CNC.C1COCC1. The catalyst is O1CCOCC1. The product is [NH2:1][C:2]1[C:7]([S:8]([N:13]([CH3:18])[CH3:14])(=[O:10])=[O:9])=[CH:6][C:5]([Br:12])=[CH:4][N:3]=1. The yield is 0.550. (6) The reactants are [NH2:1][C:2]1[CH:3]=[C:4]2[C:9](=[CH:10][CH:11]=1)[N:8]([CH2:12][CH2:13][N:14]1[CH2:19][CH2:18][O:17][CH2:16][CH2:15]1)[C:7](=O)[CH2:6][CH2:5]2.[H-].[Al+3].[Li+].[H-].[H-].[H-]. The catalyst is C1COCC1. The product is [O:17]1[CH2:18][CH2:19][N:14]([CH2:13][CH2:12][N:8]2[C:9]3[C:4](=[CH:3][C:2]([NH2:1])=[CH:11][CH:10]=3)[CH2:5][CH2:6][CH2:7]2)[CH2:15][CH2:16]1. The yield is 0.360.